Dataset: Reaction yield outcomes from USPTO patents with 853,638 reactions. Task: Predict the reaction yield, written as a fraction of the theoretical maximum amount of product (1.0 means a 100% yield; for example, 0.34 means a 34% yield). (1) The reactants are [I:1][C:2]1[C:10]2[C:5](=[CH:6][CH:7]=[C:8]([C:11]3[N:15]=[C:14](C(Cl)(Cl)Cl)[O:13][N:12]=3)[CH:9]=2)[N:4]([S:20]([C:23]2[CH:29]=[CH:28][C:26]([CH3:27])=[CH:25][CH:24]=2)(=[O:22])=[O:21])[CH:3]=1.[CH:30]([NH2:33])([CH3:32])[CH3:31].O. The catalyst is CS(C)=O. The product is [I:1][C:2]1[C:10]2[C:5](=[CH:6][CH:7]=[C:8]([C:11]3[N:15]=[C:14]([NH:33][CH:30]([CH3:32])[CH3:31])[O:13][N:12]=3)[CH:9]=2)[N:4]([S:20]([C:23]2[CH:24]=[CH:25][C:26]([CH3:27])=[CH:28][CH:29]=2)(=[O:22])=[O:21])[CH:3]=1. The yield is 0.833. (2) The product is [OH:10][CH2:9][C:3]1[CH:2]=[CH:1][C:6]([CH:7]=[O:8])=[CH:5][CH:4]=1. The catalyst is [Pd].CO. The reactants are [CH:1]1[C:6]([CH:7]=[O:8])=[CH:5][CH:4]=[C:3]([CH:9]=[O:10])[CH:2]=1.NCC1C=CC=CN=1.[H][H]. The yield is 0.780.